Dataset: Full USPTO retrosynthesis dataset with 1.9M reactions from patents (1976-2016). Task: Predict the reactants needed to synthesize the given product. (1) Given the product [N:34]([C:2]1[N:7]=[CH:6][N:5]=[C:4]([O:8][C:9]2[CH:14]=[CH:13][C:12]([NH:15][C:16]([NH:18][C:19]3[CH:24]=[C:23]([C:25]([F:28])([F:27])[F:26])[CH:22]=[C:21]([CH2:29][N:30]4[CH2:33][CH2:32][CH2:31]4)[CH:20]=3)=[O:17])=[CH:11][CH:10]=2)[CH:3]=1)=[N+:35]=[N-:36], predict the reactants needed to synthesize it. The reactants are: Cl[C:2]1[N:7]=[CH:6][N:5]=[C:4]([O:8][C:9]2[CH:14]=[CH:13][C:12]([NH:15][C:16]([NH:18][C:19]3[CH:24]=[C:23]([C:25]([F:28])([F:27])[F:26])[CH:22]=[C:21]([CH2:29][N:30]4[CH2:33][CH2:32][CH2:31]4)[CH:20]=3)=[O:17])=[CH:11][CH:10]=2)[CH:3]=1.[N-:34]=[N+:35]=[N-:36].[Na+].O. (2) Given the product [Cl:23][C:21]1[CH:20]=[C:4]([CH:3]=[C:2]([Cl:1])[CH:22]=1)[O:5][CH:6]([CH2:18][CH3:19])[C:7]([NH:9][C:10]([CH3:16])([CH3:17])[C:11]#[C:12][CH2:13][O:32][CH3:31])=[O:8], predict the reactants needed to synthesize it. The reactants are: [Cl:1][C:2]1[CH:3]=[C:4]([CH:20]=[C:21]([Cl:23])[CH:22]=1)[O:5][CH:6]([CH2:18][CH3:19])[C:7]([NH:9][C:10]([CH3:17])([CH3:16])[C:11]#[C:12][CH2:13]CO)=[O:8].[H-].[Na+].CI.O.CN(C)[CH:31]=[O:32]. (3) Given the product [CH2:4]1[CH2:5][CH2:6][NH:7][C:1](=[O:8])[CH2:2][CH2:3]1.[CH2:32]([CH2:33][CH2:34][NH2:35])[CH2:31][CH2:30][CH2:29][NH2:28].[CH2:20]([CH2:19][C:18]([OH:27])=[O:26])[CH2:21][CH2:22][C:23]([OH:25])=[O:24], predict the reactants needed to synthesize it. The reactants are: [C:1]1(=[O:8])[NH:7][CH2:6][CH2:5][CH2:4][CH2:3][CH2:2]1.NCCCCCC(O)=O.[C:18]([OH:27])(=[O:26])[CH2:19][CH2:20][CH2:21][CH2:22][C:23]([OH:25])=[O:24].[NH2:28][CH2:29][CH2:30][CH2:31][CH2:32][CH2:33][CH2:34][NH2:35].